Dataset: Catalyst prediction with 721,799 reactions and 888 catalyst types from USPTO. Task: Predict which catalyst facilitates the given reaction. (1) Reactant: Br[C:2]1[CH:7]=[C:6]([Cl:8])[CH:5]=[C:4]([Br:9])[CH:3]=1.[CH:10]1([Mg]Br)[CH2:12][CH2:11]1. Product: [Br:9][C:4]1[CH:3]=[C:2]([CH:10]2[CH2:12][CH2:11]2)[CH:7]=[C:6]([Cl:8])[CH:5]=1. The catalyst class is: 176. (2) Reactant: [CH3:1][O:2][CH2:3][CH2:4][N:5]1[C:11](=[O:12])[CH2:10][CH2:9][CH2:8][C:7]2[CH:13]=[C:14]([N+:17]([O-])=O)[CH:15]=[CH:16][C:6]1=2. Product: [NH2:17][C:14]1[CH:15]=[CH:16][C:6]2[N:5]([CH2:4][CH2:3][O:2][CH3:1])[C:11](=[O:12])[CH2:10][CH2:9][CH2:8][C:7]=2[CH:13]=1. The catalyst class is: 50. (3) Reactant: [F:1][C:2]1[CH:7]=[CH:6][C:5]([CH2:8][C:9]([OH:11])=O)=[CH:4][CH:3]=1.C(N1C=CN=C1)(N1C=CN=C1)=O.Cl.[NH2:25][CH2:26][C:27]1[CH:36]=[CH:35][CH:34]=[C:33]2[C:28]=1[C:29](=[O:46])[N:30]([CH:38]1[CH2:43][CH2:42][C:41](=[O:44])[NH:40][C:39]1=[O:45])[C:31]([CH3:37])=[N:32]2. Product: [O:45]=[C:39]1[CH:38]([N:30]2[C:29](=[O:46])[C:28]3[C:33](=[CH:34][CH:35]=[CH:36][C:27]=3[CH2:26][NH:25][C:9](=[O:11])[CH2:8][C:5]3[CH:4]=[CH:3][C:2]([F:1])=[CH:7][CH:6]=3)[N:32]=[C:31]2[CH3:37])[CH2:43][CH2:42][C:41](=[O:44])[NH:40]1. The catalyst class is: 3. (4) Reactant: C(O[CH:4]([NH:9][C:10]1[CH:44]=[CH:43][C:13]([O:14][C:15]2[CH:20]=[CH:19][N:18]=[C:17]3[CH:21]=[C:22]([C:24]4[N:29]=[CH:28][C:27]([CH2:30][N:31]([CH2:39][CH2:40][O:41][CH3:42])[C:32](=[O:38])[O:33][C:34]([CH3:37])([CH3:36])[CH3:35])=[CH:26][CH:25]=4)[S:23][C:16]=23)=[C:12]([F:45])[CH:11]=1)[C:5]([F:8])([F:7])[F:6])C.[C:46]([O:54][CH2:55][CH3:56])(=[O:53])[CH2:47][C:48]([O:50][CH2:51][CH3:52])=[O:49].[H-].[Na+]. Product: [C:34]([O:33][C:32]([N:31]([CH2:30][C:27]1[CH:26]=[CH:25][C:24]([C:22]2[S:23][C:16]3[C:17](=[N:18][CH:19]=[CH:20][C:15]=3[O:14][C:13]3[CH:43]=[CH:44][C:10]([NH:9][CH:4]([CH:47]([C:48]([O:50][CH2:51][CH3:52])=[O:49])[C:46]([O:54][CH2:55][CH3:56])=[O:53])[C:5]([F:7])([F:6])[F:8])=[CH:11][C:12]=3[F:45])[CH:21]=2)=[N:29][CH:28]=1)[CH2:39][CH2:40][O:41][CH3:42])=[O:38])([CH3:36])([CH3:37])[CH3:35]. The catalyst class is: 1. (5) Reactant: [CH3:1][O:2][C:3]1([O:13][CH3:14])[CH2:7][CH2:6][CH:5]([CH2:8][C:9](OC)=[O:10])[CH2:4]1.[Li+].[BH4-].CO. Product: [CH3:14][O:13][C:3]1([O:2][CH3:1])[CH2:7][CH2:6][CH:5]([CH2:8][CH2:9][OH:10])[CH2:4]1. The catalyst class is: 1. (6) The catalyst class is: 39. Product: [Br:26][C:27]1[CH:28]=[C:29]([CH:32]=[CH:33][CH:34]=1)[CH2:30][N:21]1[CH:22]=[C:17]([C:15]2[O:14][N:13]=[C:12]([C:9]3[CH:10]=[CH:11][C:6]([O:5][C:4]([F:3])([F:24])[F:25])=[CH:7][CH:8]=3)[N:16]=2)[CH:18]=[CH:19][C:20]1=[O:23]. Reactant: [H-].[Na+].[F:3][C:4]([F:25])([F:24])[O:5][C:6]1[CH:11]=[CH:10][C:9]([C:12]2[N:16]=[C:15]([C:17]3[CH:18]=[CH:19][C:20](=[O:23])[NH:21][CH:22]=3)[O:14][N:13]=2)=[CH:8][CH:7]=1.[Br:26][C:27]1[CH:28]=[C:29]([CH:32]=[CH:33][CH:34]=1)[CH2:30]Br.O. (7) Reactant: [Cl:1][C:2]1[CH:7]=[C:6]([Cl:8])[CH:5]=[CH:4][C:3]=1[CH2:9][CH2:10][O:11][C:12]1[CH:13]=[C:14]([CH:18]=[CH:19][C:20]=1[CH3:21])[C:15]([OH:17])=O.[N:22]1[CH:27]=[CH:26][C:25]([CH2:28][N:29]2[CH2:34][CH2:33][NH:32][CH2:31][CH2:30]2)=[CH:24][CH:23]=1.[B-](F)(F)(F)F.CCOC(C(C#N)=NOC(N(C)C)=[N+](C)C)=O. Product: [Cl:1][C:2]1[CH:7]=[C:6]([Cl:8])[CH:5]=[CH:4][C:3]=1[CH2:9][CH2:10][O:11][C:12]1[CH:13]=[C:14]([C:15]([N:32]2[CH2:33][CH2:34][N:29]([CH2:28][C:25]3[CH:24]=[CH:23][N:22]=[CH:27][CH:26]=3)[CH2:30][CH2:31]2)=[O:17])[CH:18]=[CH:19][C:20]=1[CH3:21]. The catalyst class is: 3. (8) Reactant: [CH3:1][S:2]([C:5]1[CH:10]=[C:9]([N+:11]([O-:13])=[O:12])[CH:8]=[CH:7][C:6]=1[OH:14])(=[O:4])=[O:3].[C:15](=O)([O-])[O-].[K+].[K+].IC. Product: [CH3:15][O:14][C:6]1[CH:7]=[CH:8][C:9]([N+:11]([O-:13])=[O:12])=[CH:10][C:5]=1[S:2]([CH3:1])(=[O:4])=[O:3]. The catalyst class is: 9. (9) Reactant: [CH2:1]([C:4]1[CH:12]=[CH:11][C:7]([C:8]([OH:10])=[O:9])=[CH:6][CH:5]=1)[CH2:2][CH3:3].[N+:13]([O-])([OH:15])=[O:14]. Product: [N+:13]([C:5]1[CH:6]=[C:7]([CH:11]=[CH:12][C:4]=1[CH2:1][CH2:2][CH3:3])[C:8]([OH:10])=[O:9])([O-:15])=[O:14]. The catalyst class is: 82.